This data is from Full USPTO retrosynthesis dataset with 1.9M reactions from patents (1976-2016). The task is: Predict the reactants needed to synthesize the given product. (1) The reactants are: [CH2:1]([O:8][C:9]([NH:11][CH2:12][CH:13]1[CH2:18][CH2:17][N:16]([C:19]([O:21][C:22]([CH3:25])([CH3:24])[CH3:23])=[O:20])[CH2:15][CH2:14]1)=[O:10])[C:2]1[CH:7]=[CH:6][CH:5]=[CH:4][CH:3]=1.[H-].[Na+].S(C1C=CC(C)=CC=1)(O[CH3:32])(=O)=O.C(=O)(O)[O-].[Na+]. Given the product [CH3:32][N:11]([CH2:12][CH:13]1[CH2:18][CH2:17][N:16]([C:19]([O:21][C:22]([CH3:25])([CH3:24])[CH3:23])=[O:20])[CH2:15][CH2:14]1)[C:9]([O:8][CH2:1][C:2]1[CH:3]=[CH:4][CH:5]=[CH:6][CH:7]=1)=[O:10], predict the reactants needed to synthesize it. (2) Given the product [OH:1][C@@:2]1([CH3:33])[CH2:7][CH2:6][C@H:5]2[C@H:8]3[C@H:18]([CH2:19][CH2:20][C@:3]12[CH3:4])[C@:16]1([CH3:17])[C:11](=[CH:12][C:13](=[O:21])[CH2:14][CH2:15]1)[CH2:10][C@H:9]3[CH2:22][CH2:23][CH2:24][CH2:25][C:26]1[CH:31]=[CH:30][CH:29]=[C:28]([O:32][CH2:35][CH2:36][CH2:37][CH2:38][C:39]([O:41][CH2:42][CH3:43])=[O:40])[CH:27]=1, predict the reactants needed to synthesize it. The reactants are: [OH:1][C@@:2]1([CH3:33])[CH2:7][CH2:6][C@H:5]2[C@H:8]3[C@H:18]([CH2:19][CH2:20][C@:3]12[CH3:4])[C@:16]1([CH3:17])[C:11](=[CH:12][C:13](=[O:21])[CH2:14][CH2:15]1)[CH2:10][C@H:9]3[CH2:22][CH2:23][CH2:24][CH2:25][C:26]1[CH:31]=[CH:30][CH:29]=[C:28]([OH:32])[CH:27]=1.Br[CH2:35][CH2:36][CH2:37][CH2:38][C:39]([O:41][CH2:42][CH3:43])=[O:40].C1OCCOCCOCCOCCOCCOC1.C(=O)([O-])[O-].[K+].[K+].[Cl-].[NH4+]. (3) Given the product [Br:1][C:2]1[CH:3]=[CH:4][C:5]([C:8]([N:10]([C@@H:12]2[CH2:17][CH2:16][N:15]([C:36]([CH:33]3[CH2:34][CH2:35][N:30]([C:28](=[O:29])[CH2:27][OH:26])[CH2:31][CH2:32]3)=[O:37])[CH2:14][C@H:13]2[C:18]2[CH:23]=[CH:22][C:21]([Cl:24])=[C:20]([Cl:25])[CH:19]=2)[CH3:11])=[O:9])=[N:6][CH:7]=1, predict the reactants needed to synthesize it. The reactants are: [Br:1][C:2]1[CH:3]=[CH:4][C:5]([C:8]([N:10]([C@@H:12]2[CH2:17][CH2:16][NH:15][CH2:14][C@H:13]2[C:18]2[CH:23]=[CH:22][C:21]([Cl:24])=[C:20]([Cl:25])[CH:19]=2)[CH3:11])=[O:9])=[N:6][CH:7]=1.[OH:26][CH2:27][C:28]([N:30]1[CH2:35][CH2:34][CH:33]([C:36](O)=[O:37])[CH2:32][CH2:31]1)=[O:29]. (4) Given the product [CH2:1]([O:8][C:9]1[C:10](=[O:39])[N:11]([CH2:35][CH2:36][O:37][CH3:38])[CH:12]=[CH:13][C:14]=1[C:15]([NH:17][CH:18]([CH2:23][CH2:24][CH2:25][CH2:26][NH:27][C:28]([O:30][C:31]([CH3:34])([CH3:32])[CH3:33])=[O:29])[C:19]([OH:21])=[O:20])=[O:16])[C:2]1[CH:3]=[CH:4][CH:5]=[CH:6][CH:7]=1, predict the reactants needed to synthesize it. The reactants are: [CH2:1]([O:8][C:9]1[C:10](=[O:39])[N:11]([CH2:35][CH2:36][O:37][CH3:38])[CH:12]=[CH:13][C:14]=1[C:15]([NH:17][CH:18]([CH2:23][CH2:24][CH2:25][CH2:26][NH:27][C:28]([O:30][C:31]([CH3:34])([CH3:33])[CH3:32])=[O:29])[C:19]([O:21]C)=[O:20])=[O:16])[C:2]1[CH:7]=[CH:6][CH:5]=[CH:4][CH:3]=1.[OH-].[Na+].Cl. (5) Given the product [CH3:12][O:13][C:14](=[O:26])[C:15]1[C:16](=[C:21]([O:3][C:2]2[CH:4]=[CH:5][CH:6]=[CH:7][C:1]=2[O:8][CH3:9])[CH:22]=[CH:23][CH:24]=1)[C:17]([O:19][CH3:20])=[O:18], predict the reactants needed to synthesize it. The reactants are: [C:1]1([O:8][CH3:9])[C:2](=[CH:4][CH:5]=[CH:6][CH:7]=1)[OH:3].[H-].[Na+].[CH3:12][O:13][C:14](=[O:26])[C:15]1[C:16](=[C:21](I)[CH:22]=[CH:23][CH:24]=1)[C:17]([O:19][CH3:20])=[O:18]. (6) Given the product [Cl:23][C:24]1[C:29]([F:30])=[CH:28][CH:27]=[C:26]([O:31][CH3:32])[C:25]=1[C@H:33]([C:35]1[C:43]2[C:38](=[N:39][CH:40]=[C:41]([C:18]3[C:17]([O:21][CH3:22])=[N:16][N:15]([C@H:12]4[CH2:11][CH2:10][C@H:9]([OH:8])[CH2:14][CH2:13]4)[CH:19]=3)[CH:42]=2)[NH:37][CH:36]=1)[CH3:34], predict the reactants needed to synthesize it. The reactants are: [Si]([O:8][C@H:9]1[CH2:14][CH2:13][C@H:12]([N:15]2[CH:19]=[C:18](I)[C:17]([O:21][CH3:22])=[N:16]2)[CH2:11][CH2:10]1)(C(C)(C)C)(C)C.[Cl:23][C:24]1[C:29]([F:30])=[CH:28][CH:27]=[C:26]([O:31][CH3:32])[C:25]=1[C@H:33]([C:35]1[C:43]2[C:38](=[N:39][CH:40]=[C:41](B3OC(C)(C)C(C)(C)O3)[CH:42]=2)[NH:37][CH:36]=1)[CH3:34].C(=O)([O-])[O-].[K+].[K+].[F-].[K+]. (7) Given the product [CH2:13]([O:20][C:21](=[O:22])[NH:23][CH2:24][CH2:25][O:12][C:9]1[CH:8]=[CH:7][C:6]([C:4]2[N:3]=[CH:2][O:1][CH:5]=2)=[CH:11][CH:10]=1)[C:14]1[CH:19]=[CH:18][CH:17]=[CH:16][CH:15]=1, predict the reactants needed to synthesize it. The reactants are: [O:1]1[CH:5]=[C:4]([C:6]2[CH:11]=[CH:10][C:9]([OH:12])=[CH:8][CH:7]=2)[N:3]=[CH:2]1.[CH2:13]([O:20][C:21]([NH:23][CH2:24][CH2:25]OS(C)(=O)=O)=[O:22])[C:14]1[CH:19]=[CH:18][CH:17]=[CH:16][CH:15]=1.C(=O)([O-])[O-].[K+].[K+]. (8) The reactants are: [C:1]([C:3]1[CH:8]=[CH:7][C:6]([N:9]2[C:13]([C:14]3[CH:15]=[C:16]([C:32]([NH:34][CH2:35][CH2:36][CH2:37][N:38]([CH3:40])[CH3:39])=[O:33])[C:17](=[O:31])[N:18]([C:21]4[CH:26]=[CH:25][CH:24]=[C:23]([C:27]([F:30])([F:29])[F:28])[CH:22]=4)[C:19]=3[CH3:20])=[CH:12][CH:11]=[N:10]2)=[CH:5][CH:4]=1)#[N:2].[C:41]1([S:47]([O:50]C)(=[O:49])=[O:48])[CH:46]=[CH:45][CH:44]=[CH:43][CH:42]=1. Given the product [C:41]1([S:47]([O-:50])(=[O:49])=[O:48])[CH:46]=[CH:45][CH:44]=[CH:43][CH:42]=1.[C:1]([C:3]1[CH:8]=[CH:7][C:6]([N:9]2[C:13]([C:14]3[CH:15]=[C:16]([C:32]([NH:34][CH2:35][CH2:36][CH2:37][N+:38]([CH3:41])([CH3:40])[CH3:39])=[O:33])[C:17](=[O:31])[N:18]([C:21]4[CH:26]=[CH:25][CH:24]=[C:23]([C:27]([F:29])([F:28])[F:30])[CH:22]=4)[C:19]=3[CH3:20])=[CH:12][CH:11]=[N:10]2)=[CH:5][CH:4]=1)#[N:2], predict the reactants needed to synthesize it. (9) Given the product [CH2:8]([O:10][C:11]1[C:14](=[O:15])[C:13](=[O:18])[C:12]=1[NH:1][C:2]1[CH:7]=[N:6][CH:5]=[CH:4][N:3]=1)[CH3:9], predict the reactants needed to synthesize it. The reactants are: [NH2:1][C:2]1[CH:7]=[N:6][CH:5]=[CH:4][N:3]=1.[CH2:8]([O:10][C:11]1[C:12](=O)[C:13](=[O:18])[C:14]=1[O:15]CC)[CH3:9]. (10) Given the product [C:9]1([CH2:8][N:15]([CH2:26][C:22]2[N:21]([C:17]3[S:16][CH:2]=[CH:3][N:18]=3)[CH:25]=[CH:24][CH:23]=2)[CH2:26][C:22]2[N:21]([C:17]3[S:16][CH:20]=[CH:19][N:18]=3)[CH:25]=[CH:24][CH:23]=2)[CH:14]=[CH:13][CH:12]=[CH:11][CH:10]=1, predict the reactants needed to synthesize it. The reactants are: F[C:2](F)(F)[C:3]([O-])=O.[CH2:8]([NH2:15])[C:9]1[CH:14]=[CH:13][CH:12]=[CH:11][CH:10]=1.[S:16]1[CH:20]=[CH:19][N:18]=[C:17]1[N:21]1[CH:25]=[CH:24][CH:23]=[C:22]1[CH:26]=O.